Task: Predict the reaction yield, written as a fraction of the theoretical maximum amount of product (1.0 means a 100% yield; for example, 0.34 means a 34% yield).. Dataset: Reaction yield outcomes from USPTO patents with 853,638 reactions (1) The reactants are C[O:2][C:3]([C:5]1[CH:10]=[CH:9][C:8](=[O:11])[N:7]([CH3:12])[C:6]=1[NH:13][C:14]1[CH:19]=[CH:18][C:17]([Br:20])=[CH:16][C:15]=1[F:21])=[O:4].BrC1C=CC(N)=C(F)C=1.C[Si]([N-][Si](C)(C)C)(C)C.[Li+].COC(C1C=CC(=O)N(C)C=1Cl)=O. The catalyst is C1COCC1. The product is [Br:20][C:17]1[CH:18]=[CH:19][C:14]([NH:13][C:6]2[N:7]([CH3:12])[C:8](=[O:11])[CH:9]=[CH:10][C:5]=2[C:3]([OH:4])=[O:2])=[C:15]([F:21])[CH:16]=1. The yield is 0.650. (2) The reactants are NC1(C2C=CC(C3C(=O)C4C(=CC=C(F)C=4)OC=3C3C=CC=CC=3)=CC=2)CCC1.C(OC(=O)[NH:36][C:37]1([C:41]2[CH:46]=[CH:45][C:44]([C:47]3[C:48](=[O:67])[C:49]4[C:54]([O:55][C:56]=3[C:57]3[CH:62]=[CH:61][CH:60]=[CH:59][CH:58]=3)=[C:53]3[NH:63][N:64]=[C:65]([I:66])[C:52]3=[CH:51][CH:50]=4)=[CH:43][CH:42]=2)[CH2:40][CH2:39][CH2:38]1)(C)(C)C.C(O)(C(F)(F)F)=O.[ClH:76]. The catalyst is CO.O. The product is [ClH:76].[NH2:36][C:37]1([C:41]2[CH:42]=[CH:43][C:44]([C:47]3[C:48](=[O:67])[C:49]4[C:54]([O:55][C:56]=3[C:57]3[CH:62]=[CH:61][CH:60]=[CH:59][CH:58]=3)=[C:53]3[NH:63][N:64]=[C:65]([I:66])[C:52]3=[CH:51][CH:50]=4)=[CH:45][CH:46]=2)[CH2:40][CH2:39][CH2:38]1. The yield is 0.560. (3) The reactants are [CH3:1][O-:2].[Na+].Cl[C:5]1[C:14]2[C:9](=[CH:10][CH:11]=[CH:12][CH:13]=2)[N:8]=[CH:7][CH:6]=1. The catalyst is CO. The product is [CH3:1][O:2][C:5]1[C:14]2[C:9](=[CH:10][CH:11]=[CH:12][CH:13]=2)[N:8]=[CH:7][CH:6]=1. The yield is 0.760. (4) The reactants are Cl[C:2]1[C:11]2[C:6](=[CH:7][C:8]([O:14][CH3:15])=[C:9]([O:12][CH3:13])[CH:10]=2)[N:5]=[CH:4][N:3]=1.Cl.[CH3:17][O:18][CH2:19][CH2:20][O:21][C:22]1[CH:31]=[C:30]2[C:25]([CH2:26][CH2:27][NH:28][CH2:29]2)=[CH:24][CH:23]=1.C(=O)([O-])[O-].[K+].[K+].[Br-].[Li+]. The catalyst is CN(C)C(=O)C. The product is [CH3:13][O:12][C:9]1[CH:10]=[C:11]2[C:6](=[CH:7][C:8]=1[O:14][CH3:15])[N:5]=[CH:4][N:3]=[C:2]2[N:28]1[CH2:27][CH2:26][C:25]2[C:30](=[CH:31][C:22]([O:21][CH2:20][CH2:19][O:18][CH3:17])=[CH:23][CH:24]=2)[CH2:29]1. The yield is 0.0300. (5) The reactants are [Cl:1][C:2]1[CH:37]=[CH:36][C:5]([C:6]([N:8]2[C:16]3[C:11](=[CH:12][C:13]([O:17][CH3:18])=[CH:14][CH:15]=3)[C:10]([CH2:19][C:20]([NH:22][CH2:23][CH2:24][NH:25][C:26](=[O:34])[C:27]3[CH:32]=[CH:31][C:30]([OH:33])=[CH:29][CH:28]=3)=[O:21])=[C:9]2[CH3:35])=[O:7])=[CH:4][CH:3]=1.[S:38](Cl)([C:41]1[CH:47]=[CH:46][C:44]([CH3:45])=[CH:43][CH:42]=1)(=[O:40])=[O:39]. The catalyst is CN(C=O)C.N1C=CC=CC=1. The product is [Cl:1][C:2]1[CH:3]=[CH:4][C:5]([C:6]([N:8]2[C:16]3[C:11](=[CH:12][C:13]([O:17][CH3:18])=[CH:14][CH:15]=3)[C:10]([CH2:19][C:20]([NH:22][CH2:23][CH2:24][NH:25][C:26]([C:27]3[CH:28]=[CH:29][C:30]([O:33][S:38]([C:41]4[CH:47]=[CH:46][C:44]([CH3:45])=[CH:43][CH:42]=4)(=[O:40])=[O:39])=[CH:31][CH:32]=3)=[O:34])=[O:21])=[C:9]2[CH3:35])=[O:7])=[CH:36][CH:37]=1. The yield is 0.330. (6) The reactants are [NH2:1][C:2]1[CH:7]=[CH:6][C:5]([Cl:8])=[CH:4][C:3]=1[C:9]([NH:11][C:12]1[CH:17]=[CH:16][C:15]([Cl:18])=[CH:14][N:13]=1)=[O:10].C([C:21]1[CH:22]=[C:23]([CH:27]=[CH:28][CH:29]=1)[C:24](Cl)=[O:25])#N.[N:30]1C=CC=C[CH:31]=1. The catalyst is ClCCl. The product is [Cl:8][C:5]1[CH:6]=[CH:7][C:2]([NH:1][C:24]([C:23]2[CH:22]=[CH:21][C:29]([C:31]#[N:30])=[CH:28][CH:27]=2)=[O:25])=[C:3]([C:9](=[O:10])[NH:11][C:12]2[CH:17]=[CH:16][C:15]([Cl:18])=[CH:14][N:13]=2)[CH:4]=1. The yield is 0.660. (7) The reactants are Cl.[N:2]1[CH:7]=[CH:6][CH:5]=[CH:4][C:3]=1[C:8](Cl)=[O:9].CCN(CC)CC.[CH3:18][O:19][C:20]1[CH:21]=[C:22]([CH:24]=[CH:25][C:26]=1[O:27][C:28]1[N:33]=[CH:32][CH:31]=[CH:30][N:29]=1)[NH2:23]. The product is [CH3:18][O:19][C:20]1[CH:21]=[C:22]([NH:23][C:8](=[O:9])[C:3]2[CH:4]=[CH:5][CH:6]=[CH:7][N:2]=2)[CH:24]=[CH:25][C:26]=1[O:27][C:28]1[N:29]=[CH:30][CH:31]=[CH:32][N:33]=1. The catalyst is C(Cl)Cl. The yield is 0.190. (8) The yield is 0.850. The catalyst is CS(C)=O. The product is [CH:6]([C:5]1[CH:8]=[CH:9][C:2]([O:1][C:19]2[C:28]3[C:23](=[CH:24][CH:25]=[CH:26][CH:27]=3)[C:22]([C:29]#[N:30])=[CH:21][CH:20]=2)=[C:3]([O:10][CH3:11])[CH:4]=1)=[O:7]. The reactants are [OH:1][C:2]1[CH:9]=[CH:8][C:5]([CH:6]=[O:7])=[CH:4][C:3]=1[O:10][CH3:11].C(=O)([O-])[O-].[Li+].[Li+].F[C:19]1[C:28]2[C:23](=[CH:24][CH:25]=[CH:26][CH:27]=2)[C:22]([C:29]#[N:30])=[CH:21][CH:20]=1.O. (9) The catalyst is C(#N)C. The product is [CH3:26][C@@H:27]1[CH2:31][CH2:30][CH2:29][N:28]1[CH2:20][CH2:19][C:14]1[CH:15]=[C:16]2[C:11](=[CH:12][CH:13]=1)[CH:10]=[C:9]([C:5]1[CH:6]=[N:7][CH:8]=[C:3]([CH:4]=1)[C:1]#[N:2])[CH:18]=[CH:17]2. The reactants are [C:1]([C:3]1[CH:4]=[C:5]([C:9]2[CH:10]=[C:11]3[C:16](=[CH:17][CH:18]=2)[CH:15]=[C:14]([CH2:19][CH2:20]OS(C)(=O)=O)[CH:13]=[CH:12]3)[CH:6]=[N:7][CH:8]=1)#[N:2].[CH3:26][C@@H:27]1[CH2:31][CH2:30][CH2:29][NH:28]1.C(=O)([O-])[O-].[Cs+].[Cs+]. The yield is 0.570. (10) The reactants are NC1C=CC(C2C=CC(C(=O)CC(C)(C)C(OC)=O)=CC=2)=CC=1.BrC1SC=CN=1.[S:30]1[C:34]2C=CC=C[C:33]=2[N:32]=[C:31]1[NH:39][C:40]1[CH:45]=[CH:44][C:43]([C:46]2[CH:51]=[CH:50][C:49]([C:52](=[O:60])[CH2:53][C:54]([CH3:59])([CH3:58])[C:55]([OH:57])=[O:56])=[CH:48][CH:47]=2)=[CH:42][CH:41]=1. No catalyst specified. The product is [CH3:58][C:54]([CH3:59])([CH2:53][C:52](=[O:60])[C:49]1[CH:48]=[CH:47][C:46]([C:43]2[CH:44]=[CH:45][C:40]([NH:39][C:31]3[S:30][CH:34]=[CH:33][N:32]=3)=[CH:41][CH:42]=2)=[CH:51][CH:50]=1)[C:55]([OH:57])=[O:56]. The yield is 0.240.